Task: Predict the reaction yield, written as a fraction of the theoretical maximum amount of product (1.0 means a 100% yield; for example, 0.34 means a 34% yield).. Dataset: Reaction yield outcomes from USPTO patents with 853,638 reactions The reactants are [NH:1]1[C:9]2[C:4](=[CH:5][CH:6]=[C:7]([C:10]([N:12]3[CH2:18][C:17]4([CH3:20])[CH2:19][CH:13]3[CH2:14][C:15]([CH3:22])([CH3:21])[CH2:16]4)=[O:11])[CH:8]=2)[CH:3]=[CH:2]1.[I-].[CH3:24][NH2+:25][CH3:26].[CH2:27](Cl)Cl. No catalyst specified. The product is [CH3:24][N:25]([CH2:27][C:3]1[C:4]2[C:9](=[CH:8][C:7]([C:10]([N:12]3[CH2:18][C:17]4([CH3:20])[CH2:19][CH:13]3[CH2:14][C:15]([CH3:22])([CH3:21])[CH2:16]4)=[O:11])=[CH:6][CH:5]=2)[NH:1][CH:2]=1)[CH3:26]. The yield is 0.230.